Dataset: Reaction yield outcomes from USPTO patents with 853,638 reactions. Task: Predict the reaction yield, written as a fraction of the theoretical maximum amount of product (1.0 means a 100% yield; for example, 0.34 means a 34% yield). (1) The reactants are [NH2:1][C:2]1[N:7]=[C:6]([O:8][CH2:9][C:10]([F:13])([F:12])[F:11])[CH:5]=[C:4]([O:14][CH2:15][C:16]([F:19])([F:18])[F:17])[N:3]=1.[C:20](Cl)(Cl)=[S:21]. The catalyst is O1CCOCC1. The product is [F:11][C:10]([F:12])([F:13])[CH2:9][O:8][C:6]1[CH:5]=[C:4]([O:14][CH2:15][C:16]([F:19])([F:17])[F:18])[N:3]=[C:2]([N:1]=[C:20]=[S:21])[N:7]=1. The yield is 0.600. (2) The product is [CH3:34][S:31]([C:29]1[CH:30]=[C:25]([S:22]([N:20]([CH3:21])[CH:19]2[C:13]3[CH:12]=[CH:11][CH:10]=[C:9]([O:8][CH2:7][C:6]([OH:39])=[O:5])[C:14]=3[CH2:15][CH2:16][CH2:17][CH2:18]2)(=[O:23])=[O:24])[CH:26]=[C:27]([S:35]([CH3:38])(=[O:37])=[O:36])[CH:28]=1)(=[O:32])=[O:33]. No catalyst specified. The reactants are C([O:5][C:6](=[O:39])[CH2:7][O:8][C:9]1[C:14]2[CH2:15][CH2:16][CH2:17][CH2:18][CH:19]([N:20]([S:22]([C:25]3[CH:30]=[C:29]([S:31]([CH3:34])(=[O:33])=[O:32])[CH:28]=[C:27]([S:35]([CH3:38])(=[O:37])=[O:36])[CH:26]=3)(=[O:24])=[O:23])[CH3:21])[C:13]=2[CH:12]=[CH:11][CH:10]=1)(C)(C)C.[OH-].[Na+]. The yield is 0.500.